From a dataset of Full USPTO retrosynthesis dataset with 1.9M reactions from patents (1976-2016). Predict the reactants needed to synthesize the given product. (1) Given the product [C:1]([C:4]1[C:22](=[O:23])[C@@:8]2([CH3:24])[C:9]3[C:15]([OH:16])=[CH:14][C:13]([O:17][CH3:18])=[C:12]([C:19]([NH:21][CH2:38][C:37]4[C:40]([CH3:43])=[C:41]([CH3:42])[C:34]([O:33][CH2:26][C:27]5[CH:32]=[CH:31][CH:30]=[CH:29][CH:28]=5)=[C:35]([CH3:45])[C:36]=4[CH3:44])=[O:20])[C:10]=3[O:11][C:7]2=[CH:6][C:5]=1[OH:25])(=[O:3])[CH3:2], predict the reactants needed to synthesize it. The reactants are: [C:1]([C:4]1[C:22](=[O:23])[C@@:8]2([CH3:24])[C:9]3[C:15]([OH:16])=[CH:14][C:13]([O:17][CH3:18])=[C:12]([C:19]([NH2:21])=[O:20])[C:10]=3[O:11][C:7]2=[CH:6][C:5]=1[OH:25])(=[O:3])[CH3:2].[CH2:26]([O:33][C:34]1[C:41]([CH3:42])=[C:40]([CH3:43])[C:37]([CH:38]=O)=[C:36]([CH3:44])[C:35]=1[CH3:45])[C:27]1[CH:32]=[CH:31][CH:30]=[CH:29][CH:28]=1.C([SiH](CC)CC)C.FC(F)(F)C(O)=O. (2) Given the product [CH3:1][O:2][C:3]([CH:5]1[N:9]([C:10]([O:12][C:13]([CH3:16])([CH3:15])[CH3:14])=[O:11])[CH2:8][NH:7][CH2:6]1)=[O:4], predict the reactants needed to synthesize it. The reactants are: [CH3:1][O:2][C:3]([CH:5]1[N:9]([C:10]([O:12][C:13]([CH3:16])([CH3:15])[CH3:14])=[O:11])[CH2:8][N:7](CC2C=CC=CC=2)[CH2:6]1)=[O:4]. (3) Given the product [C:1]([N:8]1[CH2:9][CH2:10][C:11]([CH2:19][CH3:27])([CH2:14][OH:16])[CH2:12][CH2:13]1)([O:3][C:4]([CH3:5])([CH3:6])[CH3:7])=[O:2], predict the reactants needed to synthesize it. The reactants are: [C:1]([N:8]1[CH2:13][CH2:12][C:11]([CH3:19])([C:14]([O:16]CC)=O)[CH2:10][CH2:9]1)([O:3][C:4]([CH3:7])([CH3:6])[CH3:5])=[O:2].[H-].[Al+3].[Li+].[H-].[H-].[H-].O1CCC[CH2:27]1. (4) Given the product [CH3:69][O:68][C:66]([C@@H:41]1[CH2:40][C@@H:39]2[CH2:65][N:42]1[C:43](=[O:64])[C@H:44]([CH:59]1[CH2:60][CH2:61][CH2:62][CH2:63]1)[NH:45][C:46](=[O:58])[O:47][C@@H:48]1[CH2:57][CH2:56][CH2:55][C@H:49]1[CH2:50][CH2:51][CH:52]=[CH:53][CH2:54][N:33]1[C:32](=[O:70])[C:31]3[CH:30]=[CH:29][C:28]([CH3:8])=[CH:37][C:36]=3[N:35]=[C:34]1[O:38]2)=[O:67], predict the reactants needed to synthesize it. The reactants are: C[Sn](C)(C)C.[Cl-].[Li+].[C:8]1(P(C2C=CC=CC=2)C2C=CC=CC=2)C=CC=CC=1.Br[C:28]1[CH:29]=[CH:30][C:31]2[C:32](=[O:70])[N:33]3[CH2:54][CH:53]=[CH:52][CH2:51][CH2:50][C@@H:49]4[CH2:55][CH2:56][CH2:57][C@H:48]4[O:47][C:46](=[O:58])[NH:45][C@@H:44]([CH:59]4[CH2:63][CH2:62][CH2:61][CH2:60]4)[C:43](=[O:64])[N:42]4[CH2:65][C@@H:39]([CH2:40][C@H:41]4[C:66]([O:68][CH3:69])=[O:67])[O:38][C:34]3=[N:35][C:36]=2[CH:37]=1.